Dataset: Catalyst prediction with 721,799 reactions and 888 catalyst types from USPTO. Task: Predict which catalyst facilitates the given reaction. (1) Reactant: Cl[CH2:2][CH2:3][O:4][C:5]1[CH:10]=[CH:9][C:8]([N+:11]([O-:13])=[O:12])=[CH:7][C:6]=1[O:14][CH3:15].[NH:16]1[CH2:21][CH2:20][O:19][CH2:18][CH2:17]1.[I-].[Na+].C(=O)([O-])[O-].[K+].[K+]. Product: [CH3:15][O:14][C:6]1[CH:7]=[C:8]([N+:11]([O-:13])=[O:12])[CH:9]=[CH:10][C:5]=1[O:4][CH2:3][CH2:2][N:16]1[CH2:21][CH2:20][O:19][CH2:18][CH2:17]1. The catalyst class is: 412. (2) Reactant: C1(C)C=CC(S([O-])(=O)=O)=CC=1.[NH+]1C=CC=CC=1.[O:18]1CCO[CH:19]1[C:23]1[CH:32]=[CH:31][C:30]([O:33][CH3:34])=[C:29]2[C:24]=1[CH2:25][CH2:26][C:27](=[O:50])[N:28]2[CH2:35][C:36]1[CH:37]=[N:38][C:39]([N:42]([CH3:49])[C:43]2[CH:48]=[CH:47][CH:46]=[CH:45][CH:44]=2)=[CH:40][CH:41]=1.C(=O)([O-])O.[Na+].C(OCC)(=O)C. Product: [CH3:34][O:33][C:30]1[C:29]2[N:28]([CH2:35][C:36]3[CH:37]=[N:38][C:39]([N:42]([CH3:49])[C:43]4[CH:44]=[CH:45][CH:46]=[CH:47][CH:48]=4)=[CH:40][CH:41]=3)[C:27](=[O:50])[CH2:26][CH2:25][C:24]=2[C:23]([CH:19]=[O:18])=[CH:32][CH:31]=1. The catalyst class is: 95. (3) Reactant: [C:1](OC(OC(C)(C)C)=O)(OC(C)(C)C)=[O:2].[CH:16]([C:19]1[CH:20]=[C:21]([CH:23]=[CH:24][CH:25]=1)[NH2:22])([CH3:18])[CH3:17].[CH3:26][O:27][C:28]1[CH:29]=[C:30]2[C:35](=[CH:36][C:37]=1[O:38][CH3:39])[N:34]=[CH:33][N:32]=[C:31]2[N:40]1[CH2:45][CH2:44][NH:43][CH2:42][CH2:41]1. Product: [CH3:26][O:27][C:28]1[CH:29]=[C:30]2[C:35](=[CH:36][C:37]=1[O:38][CH3:39])[N:34]=[CH:33][N:32]=[C:31]2[N:40]1[CH2:41][CH2:42][N:43]([C:1]([NH:22][C:21]2[CH:23]=[CH:24][CH:25]=[C:19]([CH:16]([CH3:18])[CH3:17])[CH:20]=2)=[O:2])[CH2:44][CH2:45]1. The catalyst class is: 154.